From a dataset of Full USPTO retrosynthesis dataset with 1.9M reactions from patents (1976-2016). Predict the reactants needed to synthesize the given product. (1) Given the product [C:6]([O:10][C:11]([N:13]1[CH2:17][CH2:16][C@@H:15]([O:18][S:2]([CH3:1])(=[O:4])=[O:3])[CH2:14]1)=[O:12])([CH3:9])([CH3:7])[CH3:8], predict the reactants needed to synthesize it. The reactants are: [CH3:1][S:2](Cl)(=[O:4])=[O:3].[C:6]([O:10][C:11]([N:13]1[CH2:17][CH2:16][C@H:15]([OH:18])[CH2:14]1)=[O:12])([CH3:9])([CH3:8])[CH3:7].N1C=CC=CC=1.C(OCC)(=O)C. (2) Given the product [NH2:39][C:40]1[N:41]=[CH:42][C:43]([C:27]2[CH:28]=[CH:29][C:24]([C:9]3[N:8]([C:5]4[CH:4]=[CH:3][C:2]([Cl:1])=[CH:7][CH:6]=4)[C:16](=[O:17])[C:15]4[N:14]=[CH:13][N:12]([C:18]5[CH:23]=[CH:22][CH:21]=[CH:20][CH:19]=5)[C:11]=4[N:10]=3)=[CH:25][CH:26]=2)=[CH:44][CH:45]=1, predict the reactants needed to synthesize it. The reactants are: [Cl:1][C:2]1[CH:7]=[CH:6][C:5]([N:8]2[C:16](=[O:17])[C:15]3[N:14]=[CH:13][N:12]([C:18]4[CH:23]=[CH:22][CH:21]=[CH:20][CH:19]=4)[C:11]=3[N:10]=[C:9]2[C:24]2[CH:29]=[CH:28][C:27](B3OC(C)(C)C(C)(C)O3)=[CH:26][CH:25]=2)=[CH:4][CH:3]=1.[NH2:39][C:40]1[CH:45]=[CH:44][C:43](Br)=[CH:42][N:41]=1.C([O-])([O-])=O.[Cs+].[Cs+]. (3) Given the product [CH2:1]([O:3][C:4]([C:6]1([C:9]2[CH:10]=[CH:11][C:12]([C:15]3[CH:16]=[CH:17][C:18]([C:21]4[S:22][C:23]([Cl:29])=[CH:24][C:25]=4[NH:40][C:45]([O:39][C@@H:37]([C:32]4[CH:33]=[CH:34][CH:35]=[CH:36][C:31]=4[F:30])[CH3:38])=[O:49])=[CH:19][CH:20]=3)=[CH:13][CH:14]=2)[CH2:8][CH2:7]1)=[O:5])[CH3:2], predict the reactants needed to synthesize it. The reactants are: [CH2:1]([O:3][C:4]([C:6]1([C:9]2[CH:14]=[CH:13][C:12]([C:15]3[CH:20]=[CH:19][C:18]([C:21]4[S:22][C:23]([Cl:29])=[CH:24][C:25]=4C(=O)N)=[CH:17][CH:16]=3)=[CH:11][CH:10]=2)[CH2:8][CH2:7]1)=[O:5])[CH3:2].[F:30][C:31]1[CH:36]=[CH:35][CH:34]=[CH:33][C:32]=1[C@H:37]([OH:39])[CH3:38].[N:40]1[CH:45]=CC=CC=1.FC(F)(F)C(OI(C1C=CC=CC=1)OC(=O)C(F)(F)F)=[O:49]. (4) Given the product [F:1][C:2]1[CH:3]=[C:4]([C:18]2[N:23]=[C:22]3[S:24][CH:25]=[CH:26][C:21]3=[CH:20][C:19]=2[C@@H:27]([NH:29][C:30]([C:31]2[CH:36]=[CH:35][CH:34]=[CH:33][C:32]=2[C:11]([OH:12])=[O:14])=[O:39])[CH3:28])[CH:5]=[CH:6][CH:7]=1, predict the reactants needed to synthesize it. The reactants are: [F:1][C:2]1[CH:3]=[C:4](B(O)O)[CH:5]=[CH:6][CH:7]=1.[C:11](=[O:14])([O-])[O-:12].[Na+].[Na+].Cl[C:18]1[N:23]=[C:22]2[S:24][CH:25]=[CH:26][C:21]2=[CH:20][C:19]=1[C@@H:27]([N:29]1C(=O)[C:36]2[C:31](=[CH:32][CH:33]=[CH:34][CH:35]=2)[C:30]1=[O:39])[CH3:28].